This data is from Full USPTO retrosynthesis dataset with 1.9M reactions from patents (1976-2016). The task is: Predict the reactants needed to synthesize the given product. (1) Given the product [CH3:20][O:11][C:10](=[O:12])[CH:9]([NH:8][C:6]([O:5][C:1]([CH3:4])([CH3:2])[CH3:3])=[O:7])[CH2:13][CH:14]1[CH2:15][CH2:16][CH2:17][CH2:18][CH2:19]1, predict the reactants needed to synthesize it. The reactants are: [C:1]([O:5][C:6]([NH:8][CH:9]([CH2:13][CH:14]1[CH2:19][CH2:18][CH2:17][CH2:16][CH2:15]1)[C:10]([OH:12])=[O:11])=[O:7])([CH3:4])([CH3:3])[CH3:2].[C:20](=O)([O-])[O-].[K+].[K+].CI.C(OCC)(=O)C. (2) Given the product [NH2:27][C:28]1[N:33]=[CH:32][C:31]([C:5]2[CH:6]=[C:7]([NH:8][S:9]([C:12]3[CH:13]=[CH:14][CH:15]=[CH:16][CH:17]=3)(=[O:10])=[O:11])[C:2]([Cl:1])=[N:3][CH:4]=2)=[CH:30][N:29]=1, predict the reactants needed to synthesize it. The reactants are: [Cl:1][C:2]1[C:7]([NH:8][S:9]([C:12]2[CH:17]=[CH:16][CH:15]=[CH:14][CH:13]=2)(=[O:11])=[O:10])=[CH:6][C:5](B2OC(C)(C)C(C)(C)O2)=[CH:4][N:3]=1.[NH2:27][C:28]1[N:33]=[CH:32][C:31](Br)=[CH:30][N:29]=1.C(=O)([O-])[O-].[K+].[K+].C(OCC)(=O)C. (3) Given the product [CH2:1]([N:8]1[C:16]2[C:11](=[CH:12][CH:13]=[CH:14][CH:15]=2)[C:10]([O:17][C:18]2[O:22][C:21]([C:23]([NH:26][CH:27]([CH2:28][OH:29])[CH2:30][CH2:31][CH3:32])=[O:24])=[CH:20][CH:19]=2)=[N:9]1)[C:2]1[CH:7]=[CH:6][CH:5]=[CH:4][CH:3]=1, predict the reactants needed to synthesize it. The reactants are: [CH2:1]([N:8]1[C:16]2[C:11](=[CH:12][CH:13]=[CH:14][CH:15]=2)[C:10]([O:17][C:18]2[O:22][C:21]([C:23](O)=[O:24])=[CH:20][CH:19]=2)=[N:9]1)[C:2]1[CH:7]=[CH:6][CH:5]=[CH:4][CH:3]=1.[NH2:26][CH:27]([CH2:30][CH2:31][CH3:32])[CH2:28][OH:29]. (4) Given the product [Cl:19][C:17]1[CH:16]=[C:4]([CH:3]=[C:2]([Cl:1])[CH:18]=1)[CH2:5][N:6]1[CH2:11][CH2:10][CH:9]([C:12]([O:14][CH3:20])=[O:13])[CH2:8][C:7]1=[O:15], predict the reactants needed to synthesize it. The reactants are: [Cl:1][C:2]1[CH:3]=[C:4]([CH:16]=[C:17]([Cl:19])[CH:18]=1)[CH2:5][N:6]1[CH2:11][CH2:10][CH:9]([C:12]([OH:14])=[O:13])[CH2:8][C:7]1=[O:15].[CH3:20]O.